From a dataset of Forward reaction prediction with 1.9M reactions from USPTO patents (1976-2016). Predict the product of the given reaction. (1) Given the reactants [F:1][C:2]1[CH:11]=[C:10]2[C:5]([C:6]([N:19]3[C:27]4[C:22](=[N:23][CH:24]=[C:25](B(O)O)[CH:26]=4)[C:21]([CH3:32])([CH3:31])[CH2:20]3)=[C:7]([CH3:18])[C:8]([C:12]3[CH:17]=[CH:16][CH:15]=[CH:14][N:13]=3)=[N:9]2)=[CH:4][CH:3]=1.Br[C:34]1[CH:35]=[N:36][NH:37][CH:38]=1.C(=O)([O-])[O-].[Na+].[Na+], predict the reaction product. The product is: [CH3:32][C:21]1([CH3:31])[C:22]2=[N:23][CH:24]=[C:25]([C:34]3[CH:35]=[N:36][NH:37][CH:38]=3)[CH:26]=[C:27]2[N:19]([C:6]2[C:5]3[C:10](=[CH:11][C:2]([F:1])=[CH:3][CH:4]=3)[N:9]=[C:8]([C:12]3[CH:17]=[CH:16][CH:15]=[CH:14][N:13]=3)[C:7]=2[CH3:18])[CH2:20]1. (2) Given the reactants [CH3:1][C:2](=[O:7])[CH2:3][C:4](=O)[CH3:5].[CH2:8]1[CH2:13][CH2:12][C:11]([CH2:18][NH2:19])([CH2:14][C:15]([OH:17])=[O:16])[CH2:10][CH2:9]1.[NH:20]1[CH2:25][CH2:24][CH2:23][CH2:22][CH2:21]1, predict the reaction product. The product is: [CH3:5][C:4]([NH:19][CH2:18][C:11]1([CH2:14][C:15]([O-:17])=[O:16])[CH2:12][CH2:13][CH2:8][CH2:9][CH2:10]1)=[CH:3][C:2](=[O:7])[CH3:1].[NH2+:20]1[CH2:25][CH2:24][CH2:23][CH2:22][CH2:21]1. (3) Given the reactants Br[C:2]1[CH:11]=[C:10]2[C:5]([CH2:6][CH2:7][NH:8][CH:9]2[CH3:12])=[CH:4][CH:3]=1.C[Sn](C)(C)[C:15]1[CH:20]=[CH:19][CH:18]=[CH:17][N:16]=1, predict the reaction product. The product is: [CH3:12][CH:9]1[C:10]2[C:5](=[CH:4][CH:3]=[C:2]([C:15]3[CH:20]=[CH:19][CH:18]=[CH:17][N:16]=3)[CH:11]=2)[CH2:6][CH2:7][NH:8]1. (4) Given the reactants [CH:1]1([N:4]2[C:8]3[N:9]=[N:10][CH:11]=[C:12]([C:13]4[CH:18]=[CH:17][C:16]([F:19])=[CH:15][CH:14]=4)[C:7]=3[N:6]=[CH:5]2)[CH2:3][CH2:2]1.[I:20]N1C(C)(C)C(=O)N(I)C1=O, predict the reaction product. The product is: [I:20][C:15]1[CH:14]=[C:13]([C:12]2[C:7]3[N:6]=[CH:5][N:4]([CH:1]4[CH2:3][CH2:2]4)[C:8]=3[N:9]=[N:10][CH:11]=2)[CH:18]=[CH:17][C:16]=1[F:19]. (5) Given the reactants Br[C:2]1[S:11][C:5]2[C:6](=[O:10])[NH:7][CH2:8][CH2:9][C:4]=2[CH:3]=1.[CH3:12][O:13][C:14]1[CH:19]=[CH:18][C:17](B(O)O)=[CH:16][CH:15]=1.C([O-])([O-])=O.[Na+].[Na+].C(COC)OC, predict the reaction product. The product is: [CH3:12][O:13][C:14]1[CH:19]=[CH:18][C:17]([C:2]2[S:11][C:5]3[C:6](=[O:10])[NH:7][CH2:8][CH2:9][C:4]=3[CH:3]=2)=[CH:16][CH:15]=1. (6) Given the reactants [CH3:1][C:2]1[O:3][CH:4]=[CH:5][C:6]=1[C:7](=[O:15])[CH2:8][C:9]1[CH:10]=[N:11][CH:12]=[CH:13][CH:14]=1.CO[CH:18](OC)[N:19]([CH3:21])[CH3:20], predict the reaction product. The product is: [CH3:18][N:19]([CH3:21])[CH:20]=[C:8]([C:9]1[CH:10]=[N:11][CH:12]=[CH:13][CH:14]=1)[C:7]([C:6]1[CH:5]=[CH:4][O:3][C:2]=1[CH3:1])=[O:15]. (7) Given the reactants C(O[CH:4]([NH:9][C:10]1[CH:44]=[CH:43][C:13]([O:14][C:15]2[CH:20]=[CH:19][N:18]=[C:17]3[CH:21]=[C:22]([C:24]4[N:29]=[CH:28][C:27]([CH2:30][N:31]([CH2:39][CH2:40][O:41][CH3:42])[C:32](=[O:38])[O:33][C:34]([CH3:37])([CH3:36])[CH3:35])=[CH:26][CH:25]=4)[S:23][C:16]=23)=[C:12]([F:45])[CH:11]=1)[C:5]([F:8])([F:7])[F:6])C.[C:46]([O:54][CH2:55][CH3:56])(=[O:53])[CH2:47][C:48]([O:50][CH2:51][CH3:52])=[O:49].[H-].[Na+], predict the reaction product. The product is: [C:34]([O:33][C:32]([N:31]([CH2:30][C:27]1[CH:26]=[CH:25][C:24]([C:22]2[S:23][C:16]3[C:17](=[N:18][CH:19]=[CH:20][C:15]=3[O:14][C:13]3[CH:43]=[CH:44][C:10]([NH:9][CH:4]([CH:47]([C:48]([O:50][CH2:51][CH3:52])=[O:49])[C:46]([O:54][CH2:55][CH3:56])=[O:53])[C:5]([F:7])([F:6])[F:8])=[CH:11][C:12]=3[F:45])[CH:21]=2)=[N:29][CH:28]=1)[CH2:39][CH2:40][O:41][CH3:42])=[O:38])([CH3:36])([CH3:37])[CH3:35]. (8) Given the reactants [CH2:1]([C:5]1[C:6]([C:16]2[CH:21]=[CH:20][CH:19]=[CH:18][CH:17]=2)=[C:7]([OH:15])[C:8]2[C:13]([CH:14]=1)=[CH:12][CH:11]=[CH:10][CH:9]=2)[CH2:2][CH2:3][CH3:4].F[C:23]1[CH:30]=[CH:29][C:26]([CH:27]=[O:28])=[CH:25][CH:24]=1.C([O-])([O-])=O.[Cs+].[Cs+], predict the reaction product. The product is: [CH2:1]([C:5]1[C:6]([C:16]2[CH:21]=[CH:20][CH:19]=[CH:18][CH:17]=2)=[C:7]([O:15][C:23]2[CH:30]=[CH:29][C:26]([CH:27]=[O:28])=[CH:25][CH:24]=2)[C:8]2[C:13]([CH:14]=1)=[CH:12][CH:11]=[CH:10][CH:9]=2)[CH2:2][CH2:3][CH3:4].